This data is from Forward reaction prediction with 1.9M reactions from USPTO patents (1976-2016). The task is: Predict the product of the given reaction. (1) Given the reactants [CH:1]([CH:3](Cl)[C:4]1[CH:9]=[CH:8][CH:7]=[CH:6][CH:5]=1)=[CH2:2].[C:11]([O-:14])(=[O:13])[CH3:12].[K+].CS(C)=O, predict the reaction product. The product is: [C:11]([O:14][CH:3]([CH:1]=[CH2:2])[C:4]1[CH:9]=[CH:8][CH:7]=[CH:6][CH:5]=1)(=[O:13])[CH3:12]. (2) Given the reactants [C:1]([NH:14][C@H:15]([C:21]([OH:23])=[O:22])[CH2:16][CH2:17][C:18]([OH:20])=[O:19])(=[O:13])[CH2:2][CH2:3][CH2:4][CH2:5][CH2:6][CH2:7][CH2:8][CH2:9][CH2:10][CH2:11][CH3:12].[C:24]([O-:27])(=[O:26])[CH3:25].[Zn+2:28].[C:29]([O-:32])(=[O:31])[CH3:30], predict the reaction product. The product is: [C:1]([NH:14][C@H:15]([C:21]([OH:23])=[O:22])[CH2:16][CH2:17][C:18]([OH:20])=[O:19])(=[O:13])[CH2:2][CH2:3][CH2:4][CH2:5][CH2:6][CH2:7][CH2:8][CH2:9][CH2:10][CH2:11][CH3:12].[C:24]([O-:27])(=[O:26])[CH3:25].[Zn+2:28].[C:29]([O-:32])(=[O:31])[CH3:30].[Zn:28]. (3) Given the reactants [NH2:1][C:2]1[CH:7]=[C:6]([C:8]#[C:9][C:10]2[N:14]3[N:15]=[C:16]([C:19]4[CH:24]=[CH:23][C:22]([C:25]([N:27]5[CH2:32][CH2:31][O:30][CH2:29][CH2:28]5)=[O:26])=[CH:21][CH:20]=4)[CH:17]=[CH:18][C:13]3=[N:12][CH:11]=2)[CH:5]=[CH:4][N:3]=1.[CH3:33][C:34]1[CH:42]=[CH:41][CH:40]=[CH:39][C:35]=1[C:36](Cl)=[O:37], predict the reaction product. The product is: [CH3:33][C:34]1[CH:42]=[CH:41][CH:40]=[CH:39][C:35]=1[C:36]([NH:1][C:2]1[CH:7]=[C:6]([C:8]#[C:9][C:10]2[N:14]3[N:15]=[C:16]([C:19]4[CH:20]=[CH:21][C:22]([C:25]([N:27]5[CH2:28][CH2:29][O:30][CH2:31][CH2:32]5)=[O:26])=[CH:23][CH:24]=4)[CH:17]=[CH:18][C:13]3=[N:12][CH:11]=2)[CH:5]=[CH:4][N:3]=1)=[O:37]. (4) Given the reactants [CH2:1]([O:3][CH:4]([O:17][CH2:18][CH3:19])[CH2:5][CH:6]([C:9]1[CH:14]=[CH:13][C:12]([O:15][CH3:16])=[CH:11][CH:10]=1)C#N)C.[OH-:20].[K+].Cl, predict the reaction product. The product is: [CH2:18]([O:17][CH:4]1[O:3][C:1](=[O:20])[CH:6]([C:9]2[CH:10]=[CH:11][C:12]([O:15][CH3:16])=[CH:13][CH:14]=2)[CH2:5]1)[CH3:19]. (5) Given the reactants C([O:3][C:4](=[O:37])[C:5]([CH3:36])([O:7][C:8]1[CH:13]=[CH:12][C:11]([O:14][CH2:15][CH2:16][CH2:17][C:18]2[N:19]([CH3:34])[N:20]=[C:21]([C:23]3[CH:28]=[CH:27][C:26]([O:29][C:30]([F:33])([F:32])[F:31])=[CH:25][CH:24]=3)[CH:22]=2)=[CH:10][C:9]=1[CH3:35])[CH3:6])C.[Li+].[OH-], predict the reaction product. The product is: [CH3:36][C:5]([O:7][C:8]1[CH:13]=[CH:12][C:11]([O:14][CH2:15][CH2:16][CH2:17][C:18]2[N:19]([CH3:34])[N:20]=[C:21]([C:23]3[CH:24]=[CH:25][C:26]([O:29][C:30]([F:32])([F:33])[F:31])=[CH:27][CH:28]=3)[CH:22]=2)=[CH:10][C:9]=1[CH3:35])([CH3:6])[C:4]([OH:37])=[O:3]. (6) Given the reactants [F:1][C:2]1[CH:21]=[CH:20][CH:19]=[CH:18][C:3]=1[CH2:4][N:5]1[C:9]2=[N:10][CH:11]=[CH:12][CH:13]=[C:8]2[C:7]([C:14](=[NH:17])[NH:15][NH2:16])=[N:6]1.[NH2:22][C:23](=S)[C:24](OCC)=[O:25].C(N(CC)CC)C, predict the reaction product. The product is: [NH2:22][C:23]1[N:16]=[N:15][C:14]([C:7]2[C:8]3[C:9](=[N:10][CH:11]=[CH:12][CH:13]=3)[N:5]([CH2:4][C:3]3[CH:18]=[CH:19][CH:20]=[CH:21][C:2]=3[F:1])[N:6]=2)=[N:17][C:24]=1[OH:25]. (7) The product is: [CH:27]1([NH:30][C:24]([C:17]2[C:18]3[C:23](=[CH:22][CH:21]=[CH:20][CH:19]=3)[N:15]([C:6]3[C:5]4[C:10](=[CH:11][C:12]([O:13][CH3:14])=[C:3]([O:2][CH3:1])[CH:4]=4)[N:9]=[N:8][CH:7]=3)[N:16]=2)=[O:26])[CH2:29][CH2:28]1. Given the reactants [CH3:1][O:2][C:3]1[CH:4]=[C:5]2[C:10](=[CH:11][C:12]=1[O:13][CH3:14])[N:9]=[N:8][CH:7]=[C:6]2[N:15]1[C:23]2[C:18](=[CH:19][CH:20]=[CH:21][CH:22]=2)[C:17]([C:24]([OH:26])=O)=[N:16]1.[CH:27]1([NH2:30])[CH2:29][CH2:28]1.C(N=C=NC(C)C)(C)C.ON1C2C=CC=CC=2N=N1, predict the reaction product. (8) Given the reactants [Cl:1][C:2]1[CH:3]=[C:4]([C:12]2[O:16][N:15]=[C:14]([C:17]3[CH:25]=[CH:24][C:23]([CH2:26][CH2:27][CH2:28][C:29]([O:31]CC)=[O:30])=[C:22]4[C:18]=3[CH:19]=[CH:20][NH:21]4)[N:13]=2)[CH:5]=[CH:6][C:7]=1[O:8][CH:9]([CH3:11])[CH3:10].[OH-].[Na+].Cl, predict the reaction product. The product is: [Cl:1][C:2]1[CH:3]=[C:4]([C:12]2[O:16][N:15]=[C:14]([C:17]3[CH:25]=[CH:24][C:23]([CH2:26][CH2:27][CH2:28][C:29]([OH:31])=[O:30])=[C:22]4[C:18]=3[CH:19]=[CH:20][NH:21]4)[N:13]=2)[CH:5]=[CH:6][C:7]=1[O:8][CH:9]([CH3:11])[CH3:10]. (9) The product is: [C:3]([O:10][C:11]1[CH:16]=[C:15]([CH:17]([CH3:18])[CH3:19])[CH:14]=[CH:13][C:12]=1[C:20]1([NH:34][C:35](=[O:41])[CH2:36][CH2:37][CH2:38][CH2:39][CH3:40])[C:28](=[O:29])[C:27]2[C:22](=[CH:23][CH:24]=[CH:25][C:26]=2[NH2:30])[C:21]1=[O:33])(=[O:9])[CH2:4][CH2:5][CH2:6][CH2:7][CH3:8]. Given the reactants Cl.O.[C:3]([O:10][C:11]1[CH:16]=[C:15]([CH:17]([CH3:19])[CH3:18])[CH:14]=[CH:13][C:12]=1[C:20]1([NH:34][C:35](=[O:41])[CH2:36][CH2:37][CH2:38][CH2:39][CH3:40])[C:28](=[O:29])[C:27]2[C:22](=[CH:23][CH:24]=[CH:25][C:26]=2[N+:30]([O-])=O)[C:21]1=[O:33])(=[O:9])[CH2:4][CH2:5][CH2:6][CH2:7][CH3:8], predict the reaction product. (10) Given the reactants [CH3:1][O:2][CH2:3][O:4][C:5]1[CH:13]=[C:12]2[C:8]([CH2:9][CH2:10][CH2:11]2)=[CH:7][C:6]=1[NH:14][S:15]([C:18]1[S:19][CH:20]=[C:21]([CH3:23])[N:22]=1)(=[O:17])=[O:16].C(P(CCCC)CCCC)CCC.[F:37][C@@H:38]([CH3:41])[CH2:39]O.N(/C(N1CCCCC1)=O)=N\C(N1CCCCC1)=O, predict the reaction product. The product is: [F:37][C@@H:38]([CH3:41])[CH2:39][N:14]([C:6]1[CH:7]=[C:8]2[C:12](=[CH:13][C:5]=1[O:4][CH2:3][O:2][CH3:1])[CH2:11][CH2:10][CH2:9]2)[S:15]([C:18]1[S:19][CH:20]=[C:21]([CH3:23])[N:22]=1)(=[O:17])=[O:16].